From a dataset of Full USPTO retrosynthesis dataset with 1.9M reactions from patents (1976-2016). Predict the reactants needed to synthesize the given product. (1) Given the product [CH2:2]([O:9][C:10]1[CH:19]=[CH:18][CH:17]=[C:16]2[C:11]=1[CH2:12][CH2:13][CH2:14][CH:15]2[C:20]([N:22]([CH2:23][C:24]1[CH:25]=[N:26][N:27]([CH2:39][C:40]2[CH:41]=[N:42][N:43]([CH2:45][CH3:46])[CH:44]=2)[CH:28]=1)[C:29]1[CH:30]=[N:31][C:32]([CH:35]([CH3:37])[CH3:36])=[CH:33][CH:34]=1)=[O:21])[C:3]1[CH:8]=[CH:7][CH:6]=[CH:5][CH:4]=1, predict the reactants needed to synthesize it. The reactants are: Cl.[CH2:2]([O:9][C:10]1[CH:19]=[CH:18][CH:17]=[C:16]2[C:11]=1[CH2:12][CH2:13][CH2:14][CH:15]2[C:20]([N:22]([C:29]1[CH:30]=[N:31][C:32]([CH:35]([CH3:37])[CH3:36])=[CH:33][CH:34]=1)[CH2:23][C:24]1[CH:25]=[N:26][NH:27][CH:28]=1)=[O:21])[C:3]1[CH:8]=[CH:7][CH:6]=[CH:5][CH:4]=1.Cl[CH2:39][C:40]1[CH:41]=[N:42][N:43]([CH2:45][CH3:46])[CH:44]=1. (2) Given the product [CH2:1]([CH:5]1[CH:17]2[C:9]([C:10]3[C:15]([CH2:16]2)=[C:14]([CH3:18])[C:13]([OH:19])=[CH:12][CH:11]=3)=[C:8]([CH3:21])[C:7](=[O:22])[CH2:6]1)[CH2:2][CH2:3][CH3:4], predict the reactants needed to synthesize it. The reactants are: [CH2:1]([CH:5]1[CH:17]2[C:9]([C:10]3[C:15]([CH2:16]2)=[C:14]([CH3:18])[C:13]([O:19]C)=[CH:12][CH:11]=3)=[C:8]([CH3:21])[C:7](=[O:22])[CH2:6]1)[CH2:2][CH2:3][CH3:4].B(Br)(Br)Br. (3) Given the product [NH2:32][C:31]1[C:26]([C:25]#[C:24][C:20]2[CH:19]=[C:18]([NH:17][C:8](=[O:9])[CH2:7][C:1]3[CH:6]=[CH:5][CH:4]=[CH:3][CH:2]=3)[CH:23]=[CH:22][CH:21]=2)=[C:27]([NH2:33])[N:28]=[CH:29][N:30]=1, predict the reactants needed to synthesize it. The reactants are: [C:1]1([CH2:7][C:8](Cl)=[O:9])[CH:6]=[CH:5][CH:4]=[CH:3][CH:2]=1.N1C=CC=CC=1.[NH2:17][C:18]1[CH:19]=[C:20]([C:24]#[C:25][C:26]2[C:27]([NH2:33])=[N:28][CH:29]=[N:30][C:31]=2[NH2:32])[CH:21]=[CH:22][CH:23]=1.